This data is from Forward reaction prediction with 1.9M reactions from USPTO patents (1976-2016). The task is: Predict the product of the given reaction. (1) Given the reactants [Cl:1][C:2]1[C:3]([F:10])=[N:4][CH:5]=[CH:6][C:7]=1[CH:8]=[O:9].[CH3:11][Mg]Br.[Cl-].[NH4+], predict the reaction product. The product is: [Cl:1][C:2]1[C:3]([F:10])=[N:4][CH:5]=[CH:6][C:7]=1[CH:8]([OH:9])[CH3:11]. (2) Given the reactants [C:1]([C:3]1[C:12]2[C:7](=[CH:8][CH:9]=[C:10]([O:13][C:14]3[CH:19]=[CH:18][CH:17]=[CH:16][CH:15]=3)[CH:11]=2)[C:6]([OH:20])=[C:5]([C:21]([NH:23][CH2:24][C@@:25]([OH:31])([CH3:30])[C:26]([O:28]C)=[O:27])=[O:22])[N:4]=1)#[N:2].O.CCOC(C)=O.Cl, predict the reaction product. The product is: [C:1]([C:3]1[C:12]2[C:7](=[CH:8][CH:9]=[C:10]([O:13][C:14]3[CH:15]=[CH:16][CH:17]=[CH:18][CH:19]=3)[CH:11]=2)[C:6]([OH:20])=[C:5]([C:21]([NH:23][CH2:24][C@@:25]([OH:31])([CH3:30])[C:26]([OH:28])=[O:27])=[O:22])[N:4]=1)#[N:2].